From a dataset of Catalyst prediction with 721,799 reactions and 888 catalyst types from USPTO. Predict which catalyst facilitates the given reaction. (1) Reactant: [C:1]([Si:5]([O:18][CH2:19][CH2:20][CH2:21][CH2:22][C:23]1[CH:28]=[CH:27][CH:26]=[C:25]([S:29][CH:30]2[CH2:34][CH2:33][CH2:32][CH2:31]2)[CH:24]=1)([C:12]1[CH:17]=[CH:16][CH:15]=[CH:14][CH:13]=1)[C:6]1[CH:11]=[CH:10][CH:9]=[CH:8][CH:7]=1)([CH3:4])([CH3:3])[CH3:2].C([OH:37])C. Product: [C:1]([Si:5]([O:18][CH2:19][CH2:20][CH2:21][CH2:22][C:23]1[CH:28]=[CH:27][CH:26]=[C:25]([S:29]([CH:30]2[CH2:34][CH2:33][CH2:32][CH2:31]2)=[O:37])[CH:24]=1)([C:12]1[CH:17]=[CH:16][CH:15]=[CH:14][CH:13]=1)[C:6]1[CH:7]=[CH:8][CH:9]=[CH:10][CH:11]=1)([CH3:4])([CH3:2])[CH3:3]. The catalyst class is: 6. (2) Reactant: CS[C:3]1[N:8]=[C:7]([NH:9][C:10]2[NH:11][N:12]=[C:13]([CH3:15])[CH:14]=2)[CH:6]=[C:5]([N:16]2[CH2:21][CH2:20][O:19][CH2:18][CH2:17]2)[N:4]=1.O[O:23][S:24]([O-:26])=O.[K+].[CH3:28]O. Product: [CH3:28][S:24]([C:3]1[N:8]=[C:7]([NH:9][C:10]2[NH:11][N:12]=[C:13]([CH3:15])[CH:14]=2)[CH:6]=[C:5]([N:16]2[CH2:21][CH2:20][O:19][CH2:18][CH2:17]2)[N:4]=1)(=[O:26])=[O:23]. The catalyst class is: 6. (3) Reactant: O=P12OP3(OP(OP(O3)(O1)=O)(=O)O2)=O.[C:15]([O:20][CH2:21][CH2:22][OH:23])(=[O:19])[CH2:16][CH2:17][CH3:18].CS(C)=O.CCN(CC)CC. Product: [C:15]([O:20][CH2:21][CH:22]=[O:23])(=[O:19])[CH2:16][CH2:17][CH3:18]. The catalyst class is: 2. (4) Reactant: CC([Si](C)(C)[O:6][CH2:7][C:8]1[CH:9]=[C:10]([C:14]2[CH:19]=[CH:18][C:17]([CH3:20])=[C:16]([CH2:21][NH:22][C:23](=[O:29])[O:24][C:25]([CH3:28])([CH3:27])[CH3:26])[CH:15]=2)[CH:11]=[CH:12][CH:13]=1)(C)C.[N+](CCCC)(CCCC)(CCCC)CCCC.[F-]. Product: [OH:6][CH2:7][C:8]1[CH:9]=[C:10]([C:14]2[CH:19]=[CH:18][C:17]([CH3:20])=[C:16]([CH2:21][NH:22][C:23](=[O:29])[O:24][C:25]([CH3:27])([CH3:26])[CH3:28])[CH:15]=2)[CH:11]=[CH:12][CH:13]=1. The catalyst class is: 1.